Dataset: Full USPTO retrosynthesis dataset with 1.9M reactions from patents (1976-2016). Task: Predict the reactants needed to synthesize the given product. (1) Given the product [CH3:32][O:31][C:25]1[CH:26]=[CH:27][C:28]([CH3:30])=[CH:29][C:24]=1[N:17]1[CH2:16][CH2:15][C:12]2([C:11](=[O:20])[N:10]([C:7]3[CH:8]=[CH:9][C:4]([O:3][C:2]([F:1])([F:21])[F:22])=[CH:5][CH:6]=3)[CH2:14][CH2:13]2)[CH2:19][CH2:18]1, predict the reactants needed to synthesize it. The reactants are: [F:1][C:2]([F:22])([F:21])[O:3][C:4]1[CH:9]=[CH:8][C:7]([N:10]2[CH2:14][CH2:13][C:12]3([CH2:19][CH2:18][NH:17][CH2:16][CH2:15]3)[C:11]2=[O:20])=[CH:6][CH:5]=1.Br[C:24]1[CH:29]=[C:28]([CH3:30])[CH:27]=[CH:26][C:25]=1[O:31][CH3:32]. (2) Given the product [O:69]1[C:70]2[C:71](=[N:72][CH:73]=[CH:74][CH:75]=2)[N:76]=[C:68]1[S:67][CH2:26][CH2:27][N:28]1[CH2:29][CH2:30][N:31]([CH2:34][C:35]([NH:37][C:38]2[C:39]([N:51]3[CH2:56][CH2:55][O:54][CH2:53][CH2:52]3)=[N:40][C:41]([CH3:50])=[CH:42][C:43]=2[N:44]2[CH2:45][CH2:46][O:47][CH2:48][CH2:49]2)=[O:36])[CH2:32][CH2:33]1, predict the reactants needed to synthesize it. The reactants are: OCCN1CCN(CC(NC2C(SC)=NC(C)=CC=2SC)=O)CC1.O[CH2:26][CH2:27][N:28]1[CH2:33][CH2:32][N:31]([CH2:34][C:35]([NH:37][C:38]2[C:39]([N:51]3[CH2:56][CH2:55][O:54][CH2:53][CH2:52]3)=[N:40][C:41]([CH3:50])=[CH:42][C:43]=2[N:44]2[CH2:49][CH2:48][O:47][CH2:46][CH2:45]2)=[O:36])[CH2:30][CH2:29]1.SC1NC2C=CC=CC=2N=1.[SH:67][C:68]1[O:69][C:70]2[C:71]([N:76]=1)=[N:72][CH:73]=[CH:74][CH:75]=2.